From a dataset of Forward reaction prediction with 1.9M reactions from USPTO patents (1976-2016). Predict the product of the given reaction. (1) Given the reactants [NH2:1][C:2]1[CH:3]=[C:4]2[C:9](=[C:10]([C:12]([F:15])([F:14])[F:13])[CH:11]=1)[N:8]=[CH:7][C:6]([C:16]#[N:17])=[C:5]2[NH:18][C:19]1[CH:24]=[CH:23][C:22]([F:25])=[C:21]([Cl:26])[CH:20]=1.[N:27]1[CH:32]=[CH:31][CH:30]=[CH:29][C:28]=1[CH:33]=O.[BH3-]C#N.[Na+], predict the reaction product. The product is: [Cl:26][C:21]1[CH:20]=[C:19]([NH:18][C:5]2[C:4]3[C:9](=[C:10]([C:12]([F:13])([F:14])[F:15])[CH:11]=[C:2]([NH:1][CH2:33][C:28]4[CH:29]=[CH:30][CH:31]=[CH:32][N:27]=4)[CH:3]=3)[N:8]=[CH:7][C:6]=2[C:16]#[N:17])[CH:24]=[CH:23][C:22]=1[F:25]. (2) Given the reactants [F:1][C:2]([F:15])([F:14])[C:3]1[CH:8]=[CH:7][CH:6]=[CH:5][C:4]=1[CH2:9][CH2:10][C:11]([OH:13])=O.[Cl:16][C:17]1[CH:18]=[CH:19][CH:20]=[C:21]2[C:30]=1[C:24]1([CH2:29][CH2:28][NH:27][CH2:26][CH2:25]1)[NH:23][C:22]2=[O:31], predict the reaction product. The product is: [Cl:16][C:17]1[CH:18]=[CH:19][CH:20]=[C:21]2[C:30]=1[C:24]1([CH2:25][CH2:26][N:27]([C:11](=[O:13])[CH2:10][CH2:9][C:4]3[CH:5]=[CH:6][CH:7]=[CH:8][C:3]=3[C:2]([F:1])([F:15])[F:14])[CH2:28][CH2:29]1)[NH:23][C:22]2=[O:31]. (3) Given the reactants C[O:2][C:3]1[CH:23]=[CH:22][C:6]2[C:7]([CH:20]=[CH2:21])=[C:8]([C:12]3[CH:17]=[CH:16][C:15]([O:18]C)=[CH:14][CH:13]=3)[CH2:9][CH2:10][CH2:11][C:5]=2[CH:4]=1.B(Br)(Br)Br.O, predict the reaction product. The product is: [OH:18][C:15]1[CH:14]=[CH:13][C:12]([C:8]2[CH2:9][CH2:10][CH2:11][C:5]3[CH:4]=[C:3]([OH:2])[CH:23]=[CH:22][C:6]=3[C:7]=2[CH:20]=[CH2:21])=[CH:17][CH:16]=1. (4) Given the reactants C(OC(=O)[NH:7][C:8]1[CH:13]=[CH:12][C:11]([N:14]2[CH:18]=[CH:17][CH:16]=[CH:15]2)=[CH:10][C:9]=1[NH2:19])(C)(C)C.C(O[C:26](=[O:43])[CH2:27][C:28]([C:30]1[CH:35]=[CH:34][CH:33]=[C:32]([C:36]2[C:37]([CH3:42])=[N:38][CH:39]=[CH:40][CH:41]=2)[CH:31]=1)=O)(C)(C)C, predict the reaction product. The product is: [CH3:42][C:37]1[C:36]([C:32]2[CH:31]=[C:30]([C:28]3[CH2:27][C:26](=[O:43])[NH:19][C:9]4[CH:10]=[C:11]([N:14]5[CH:18]=[CH:17][CH:16]=[CH:15]5)[CH:12]=[CH:13][C:8]=4[N:7]=3)[CH:35]=[CH:34][CH:33]=2)=[CH:41][CH:40]=[CH:39][N:38]=1.